Task: Predict the reaction yield, written as a fraction of the theoretical maximum amount of product (1.0 means a 100% yield; for example, 0.34 means a 34% yield).. Dataset: Reaction yield outcomes from USPTO patents with 853,638 reactions (1) The reactants are [CH:1]([N:4]([CH:21]([CH3:23])[CH3:22])[C:5]([S:7][C:8]1[CH:9]=[N:10][CH:11]=[CH:12][C:13]=1[NH:14]C(=O)C(C)(C)C)=[S:6])([CH3:3])[CH3:2].[OH-].[Na+]. The catalyst is CO. The product is [CH:21]([N:4]([CH:1]([CH3:3])[CH3:2])[C:5]([S:7][C:8]1[CH:9]=[N:10][CH:11]=[CH:12][C:13]=1[NH2:14])=[S:6])([CH3:23])[CH3:22]. The yield is 0.930. (2) The reactants are [H-].[Na+].[CH:3]([NH:6][C:7]([C:9]1[C:17]2[C:12](=[N:13][CH:14]=[C:15]([O:18][C:19]3[CH:27]=[C:26]4[C:22]([CH:23]=[CH:24][NH:25]4)=[CH:21][CH:20]=3)[N:16]=2)[N:11]([CH2:28][O:29][CH2:30][CH2:31][Si:32]([CH3:35])([CH3:34])[CH3:33])[CH:10]=1)=[O:8])([CH3:5])[CH3:4].I[CH3:37]. The catalyst is CN(C=O)C. The product is [CH:3]([NH:6][C:7]([C:9]1[C:17]2[C:12](=[N:13][CH:14]=[C:15]([O:18][C:19]3[CH:27]=[C:26]4[C:22]([CH:23]=[CH:24][N:25]4[CH3:37])=[CH:21][CH:20]=3)[N:16]=2)[N:11]([CH2:28][O:29][CH2:30][CH2:31][Si:32]([CH3:33])([CH3:35])[CH3:34])[CH:10]=1)=[O:8])([CH3:5])[CH3:4]. The yield is 0.560. (3) The reactants are Br[C:2]1[CH:3]=[C:4]([CH:21]=[CH:22][CH:23]=1)[C:5]([NH:7][S:8]([C:11]1[CH:16]=[CH:15][CH:14]=[CH:13][C:12]=1[S:17](=[O:20])(=[O:19])[NH2:18])(=[O:10])=[O:9])=[O:6].[C:24]([C:28]#[C:29]B(OC(C)C)OC(C)C)([CH3:27])([CH3:26])[CH3:25]. The yield is 0.0400. The product is [CH3:25][C:24]([CH3:27])([CH3:26])[C:28]#[C:29][C:2]1[CH:3]=[C:4]([CH:21]=[CH:22][CH:23]=1)[C:5]([NH:7][S:8]([C:11]1[CH:16]=[CH:15][CH:14]=[CH:13][C:12]=1[S:17](=[O:20])(=[O:19])[NH2:18])(=[O:10])=[O:9])=[O:6]. The catalyst is CN(C)C=O.Cl[Pd]Cl.C1(P(C2C=CC=CC=2)[C-]2C=CC=C2)C=CC=CC=1.[C-]1(P(C2C=CC=CC=2)C2C=CC=CC=2)C=CC=C1.[Fe+2].